This data is from Reaction yield outcomes from USPTO patents with 853,638 reactions. The task is: Predict the reaction yield, written as a fraction of the theoretical maximum amount of product (1.0 means a 100% yield; for example, 0.34 means a 34% yield). The reactants are [C:1]([C:4]1[N:5]=[C:6]([N:9]2[CH2:13][CH2:12][C@H:11]([OH:14])[CH2:10]2)[S:7][CH:8]=1)(=[O:3])[NH2:2].[CH3:15][S:16](Cl)(=[O:18])=[O:17].C(N(CC)CC)C.CO. The catalyst is C(Cl)Cl.N1C=CC=CC=1. The product is [C:1]([C:4]1[N:5]=[C:6]([N:9]2[CH2:13][CH2:12][C@H:11]([O:14][S:16]([CH3:15])(=[O:18])=[O:17])[CH2:10]2)[S:7][CH:8]=1)(=[O:3])[NH2:2]. The yield is 0.600.